Dataset: Forward reaction prediction with 1.9M reactions from USPTO patents (1976-2016). Task: Predict the product of the given reaction. (1) The product is: [F:1][C:2]1[CH:3]=[CH:4][C:5]([C:8]2[CH:12]=[C:11]([C:24]([OH:23])([CH3:25])[CH3:18])[S:10][N:9]=2)=[CH:6][CH:7]=1. Given the reactants [F:1][C:2]1[CH:7]=[CH:6][C:5]([C:8]2[CH:12]=[C:11](C(OCC)=O)[S:10][N:9]=2)=[CH:4][CH:3]=1.[CH3:18][Mg]Br.C([O:23][CH2:24][CH3:25])C, predict the reaction product. (2) Given the reactants [Li]CCCC.Br[C:7]1[CH:19]=[CH:18][C:17]2[C:16]3[C:11](=[CH:12][CH:13]=[CH:14][CH:15]=3)[C:10]([CH2:28][CH2:29][CH2:30][CH2:31][CH2:32][CH2:33][CH2:34][CH3:35])([CH2:20][CH2:21][CH2:22][CH2:23][CH2:24][CH2:25][CH2:26][CH3:27])[C:9]=2[CH:8]=1.[B:36](OC(C)C)([O:41]C(C)C)[O:37]C(C)C, predict the reaction product. The product is: [CH2:20]([C:10]1([CH2:28][CH2:29][CH2:30][CH2:31][CH2:32][CH2:33][CH2:34][CH3:35])[C:9]2[CH:8]=[C:7]([B:36]([OH:41])[OH:37])[CH:19]=[CH:18][C:17]=2[C:16]2[C:11]1=[CH:12][CH:13]=[CH:14][CH:15]=2)[CH2:21][CH2:22][CH2:23][CH2:24][CH2:25][CH2:26][CH3:27].